Dataset: Forward reaction prediction with 1.9M reactions from USPTO patents (1976-2016). Task: Predict the product of the given reaction. Given the reactants [Br:1][C:2]1[CH:11]=[CH:10][C:9]2[N:8]=[CH:7][C:6]3[NH:12][C:13](=[O:16])[N:14]([CH3:15])[C:5]=3[C:4]=2[CH:3]=1.[C:17]([O-])([O-])=O.[Cs+].[Cs+].CI, predict the reaction product. The product is: [Br:1][C:2]1[CH:11]=[CH:10][C:9]2[N:8]=[CH:7][C:6]3[N:12]([CH3:17])[C:13](=[O:16])[N:14]([CH3:15])[C:5]=3[C:4]=2[CH:3]=1.